From a dataset of Catalyst prediction with 721,799 reactions and 888 catalyst types from USPTO. Predict which catalyst facilitates the given reaction. (1) The catalyst class is: 52. Reactant: [CH2:1]([C:3]1[C:11]2[C:6](=[CH:7][CH:8]=[C:9]([C:12]3[CH:13]=[N:14][N:15]([CH3:17])[CH:16]=3)[CH:10]=2)[NH:5][CH:4]=1)[CH3:2].[BH3-]C#N.[Na+]. Product: [CH2:1]([CH:3]1[C:11]2[C:6](=[CH:7][CH:8]=[C:9]([C:12]3[CH:13]=[N:14][N:15]([CH3:17])[CH:16]=3)[CH:10]=2)[NH:5][CH2:4]1)[CH3:2]. (2) Reactant: C([N:8]1[CH2:13][C@@H:12]([CH2:14][O:15][CH3:16])[O:11][C@@H:10]([CH2:17][OH:18])[CH2:9]1)C1C=CC=CC=1.[ClH:19].CO. Product: [ClH:19].[CH3:16][O:15][CH2:14][C@@H:12]1[CH2:13][NH:8][CH2:9][C@H:10]([CH2:17][OH:18])[O:11]1. The catalyst class is: 105.